This data is from Catalyst prediction with 721,799 reactions and 888 catalyst types from USPTO. The task is: Predict which catalyst facilitates the given reaction. (1) Reactant: [BH4-].[Na+].[F:3][C:4]1[C:16]([F:17])=[C:15]([F:18])[CH:14]=[CH:13][C:5]=1[NH:6][C@@H:7]([CH3:12])[C:8](OC)=[O:9].CO. Product: [F:3][C:4]1[C:16]([F:17])=[C:15]([F:18])[CH:14]=[CH:13][C:5]=1[NH:6][C@@H:7]([CH3:12])[CH2:8][OH:9]. The catalyst class is: 6. (2) Reactant: [NH2:1][C:2]1[S:3][C:4]([C:8]2[CH:13]=[CH:12][N:11]=[C:10]([C:14]([CH3:17])([CH3:16])[CH3:15])[CH:9]=2)=[C:5]([CH3:7])[N:6]=1.C([C:25]1[NH:26][CH:27]=[CH:28][N:29]=1)([C:25]1[NH:26][CH:27]=[CH:28][N:29]=1)=O.CN([CH:33]=[O:34])C. Product: [C:14]([C:10]1[CH:9]=[C:8]([C:4]2[S:3][C:2]([NH:1][C:33]([N:26]3[CH:27]=[CH:28][N:29]=[CH:25]3)=[O:34])=[N:6][C:5]=2[CH3:7])[CH:13]=[CH:12][N:11]=1)([CH3:17])([CH3:16])[CH3:15]. The catalyst class is: 66.